This data is from Forward reaction prediction with 1.9M reactions from USPTO patents (1976-2016). The task is: Predict the product of the given reaction. (1) Given the reactants [CH2:1]([O:3][C:4]1[CH:9]=[CH:8][C:7]([C:10]2[CH:15]=[CH:14][CH:13]=[C:12]([F:16])[C:11]=2[F:17])=[C:6]([F:18])[C:5]=1[F:19])[CH3:2].C([Li])(CC)C.[O:25]1[C:29]2([CH2:34][CH2:33][C:32](=O)[CH2:31][CH2:30]2)[O:28][CH2:27][CH2:26]1.Cl, predict the reaction product. The product is: [CH2:1]([O:3][C:4]1[CH:9]=[CH:8][C:7]([C:10]2[CH:15]=[CH:14][C:13]([CH:32]3[CH2:33][CH2:34][C:29]4([O:28][CH2:27][CH2:26][O:25]4)[CH2:30][CH2:31]3)=[C:12]([F:16])[C:11]=2[F:17])=[C:6]([F:18])[C:5]=1[F:19])[CH3:2]. (2) The product is: [NH:3]1[C:7]2[CH:8]=[CH:9][CH:10]=[CH:11][C:6]=2[N:5]=[C:4]1[NH:12][CH2:13][CH2:14][O:15][C:16]1[CH:17]=[CH:18][C:19]([CH2:20][C@@H:21]([C:33]([OH:35])=[O:34])[NH:22][C:23](=[O:32])[C:24]2[C:29]([Cl:30])=[CH:28][CH:27]=[CH:26][C:25]=2[Cl:31])=[CH:37][CH:38]=1. Given the reactants [Li+].[OH-].[NH:3]1[C:7]2[CH:8]=[CH:9][CH:10]=[CH:11][C:6]=2[N:5]=[C:4]1[NH:12][CH2:13][CH2:14][O:15][C:16]1[CH:38]=[CH:37][C:19]([CH2:20][C@@H:21]([C:33]([O:35]C)=[O:34])[NH:22][C:23](=[O:32])[C:24]2[C:29]([Cl:30])=[CH:28][CH:27]=[CH:26][C:25]=2[Cl:31])=[CH:18][CH:17]=1, predict the reaction product.